From a dataset of Forward reaction prediction with 1.9M reactions from USPTO patents (1976-2016). Predict the product of the given reaction. (1) The product is: [CH:1]1([C:4]2[CH:5]=[N:6][C:7]([NH:14][C:15]3[CH:24]=[CH:23][C:22]4[C:17](=[C:18]([C:25]5[CH:30]=[CH:29][CH:28]=[CH:27][CH:26]=5)[CH:19]=[CH:20][CH:21]=4)[CH:16]=3)=[C:8]([CH:13]=2)[C:9]([OH:11])=[O:10])[CH2:2][CH2:3]1. Given the reactants [CH:1]1([C:4]2[CH:5]=[N:6][C:7]([NH:14][C:15]3[CH:24]=[CH:23][C:22]4[C:17](=[C:18]([C:25]5[CH:30]=[CH:29][CH:28]=[CH:27][CH:26]=5)[CH:19]=[CH:20][CH:21]=4)[CH:16]=3)=[C:8]([CH:13]=2)[C:9]([O:11]C)=[O:10])[CH2:3][CH2:2]1.[OH-].[Na+], predict the reaction product. (2) Given the reactants [C:1]([Si:5]([CH3:15])([CH3:14])[O:6][C:7]1[CH:8]=[C:9]([CH3:13])[CH:10]=[CH:11][CH:12]=1)([CH3:4])([CH3:3])[CH3:2].[Br:16]N1C(=O)CCC1=O, predict the reaction product. The product is: [Br:16][CH2:13][C:9]1[CH:8]=[C:7]([CH:12]=[CH:11][CH:10]=1)[O:6][Si:5]([C:1]([CH3:4])([CH3:3])[CH3:2])([CH3:15])[CH3:14].